From a dataset of Full USPTO retrosynthesis dataset with 1.9M reactions from patents (1976-2016). Predict the reactants needed to synthesize the given product. (1) The reactants are: [C:1]([O:4][CH2:5][S:6][C:7]1[C:12]([F:13])=[CH:11][C:10]([C:14]2[C:15]([C:20]3[CH:25]=[CH:24][CH:23]=[CH:22][CH:21]=3)=[N:16][O:17][C:18]=2[CH3:19])=[CH:9][C:8]=1[F:26])(=[O:3])[CH3:2].[OH2:27].[OH2:28].O.O.O.O.C(O[O-])(=O)C1C(=CC=CC=1)C([O-])=O.[Mg+2].O.[Cl-].[NH4+]. Given the product [C:1]([O:4][CH2:5][S:6]([C:7]1[C:12]([F:13])=[CH:11][C:10]([C:14]2[C:15]([C:20]3[CH:25]=[CH:24][CH:23]=[CH:22][CH:21]=3)=[N:16][O:17][C:18]=2[CH3:19])=[CH:9][C:8]=1[F:26])(=[O:28])=[O:27])(=[O:3])[CH3:2], predict the reactants needed to synthesize it. (2) Given the product [Cl:1][C:2]1[C:3]([CH2:30][N:31]2[CH2:32][CH2:33][NH:34][CH2:35][CH2:36]2)=[C:4]([C:26]([F:29])([F:27])[F:28])[CH:5]=[C:6]2[C:11]=1[N:10]=[CH:9][N:8]([NH:12][C:13]1[CH:18]=[C:17]([Cl:19])[CH:16]=[CH:15][C:14]=1[S:20]([CH2:23][CH3:24])(=[O:22])=[O:21])[C:7]2=[O:25], predict the reactants needed to synthesize it. The reactants are: [Cl:1][C:2]1[C:3]([CH2:30][N:31]2[CH2:36][CH2:35][N:34](C(OC(C)(C)C)=O)[CH2:33][CH2:32]2)=[C:4]([C:26]([F:29])([F:28])[F:27])[CH:5]=[C:6]2[C:11]=1[N:10]=[CH:9][N:8]([NH:12][C:13]1[CH:18]=[C:17]([Cl:19])[CH:16]=[CH:15][C:14]=1[S:20]([CH2:23][CH3:24])(=[O:22])=[O:21])[C:7]2=[O:25].Cl.C(S(N1C=CC=C1CN)(=O)=O)C. (3) Given the product [C:32]1([NH:38][S:39]([CH:42]2[CH2:10][CH2:9][N:8]([C:5]3[N:6]=[CH:7][C:2]([NH2:1])=[CH:3][CH:4]=3)[CH2:13][CH2:12]2)(=[O:41])=[O:40])[CH:33]=[CH:34][CH:35]=[CH:36][CH:37]=1, predict the reactants needed to synthesize it. The reactants are: [NH2:1][C:2]1[CH:3]=[CH:4][C:5]([N:8]2[CH2:13][CH2:12]N(CC3C=CC=CC=3)[C:10](=O)[CH2:9]2)=[N:6][CH:7]=1.ClC1C=CC([N+]([O-])=O)=CN=1.[C:32]1([NH:38][S:39]([CH:42]2CCNCC2)(=[O:41])=[O:40])[CH:37]=[CH:36][CH:35]=[CH:34][CH:33]=1. (4) Given the product [ClH:27].[OH:19][C:16]1[CH:17]=[C:18]2[C:13]([C:12](=[O:24])[N:11]3[CH2:25][CH2:26][NH:8][CH2:9][C@H:10]32)=[C:14]([C:20]([F:23])([F:22])[F:21])[CH:15]=1, predict the reactants needed to synthesize it. The reactants are: C(OC([N:8]1[CH2:26][CH2:25][N:11]2[C:12](=[O:24])[C:13]3[C:18]([C@@H:10]2[CH2:9]1)=[CH:17][C:16]([OH:19])=[CH:15][C:14]=3[C:20]([F:23])([F:22])[F:21])=O)(C)(C)C.[ClH:27]. (5) Given the product [C:8]([O:11][C@@H:12]([O:16][C:17]([CH3:19])=[S:18])[CH:13]([CH3:15])[CH3:14])(=[O:10])[CH3:9], predict the reactants needed to synthesize it. The reactants are: COC(C)(C)C.O.[C:8]([O:11][CH:12]([O:16][C:17]([CH3:19])=[S:18])[CH:13]([CH3:15])[CH3:14])(=[O:10])[CH3:9]. (6) Given the product [C:2]([O:5][C@H:6]1[C@H:11]([NH:12][C:45](=[O:46])[CH2:44][C:38]2[CH:43]=[CH:42][CH:41]=[CH:40][CH:39]=2)[C@@H:10]([O:13][C:14](=[O:16])[CH3:15])[C@H:9]([O:17][C:18](=[O:20])[CH3:19])[C@@H:8]([CH2:21][O:22][C:23](=[O:25])[CH3:24])[O:7]1)(=[O:4])[CH3:3], predict the reactants needed to synthesize it. The reactants are: Cl.[C:2]([O:5][C@H:6]1[C@H:11]([NH2:12])[C@@H:10]([O:13][C:14](=[O:16])[CH3:15])[C@H:9]([O:17][C:18](=[O:20])[CH3:19])[C@@H:8]([CH2:21][O:22][C:23](=[O:25])[CH3:24])[O:7]1)(=[O:4])[CH3:3].Cl.CN(C)CCCN=C=NCC.[C:38]1([CH2:44][C:45](O)=[O:46])[CH:43]=[CH:42][CH:41]=[CH:40][CH:39]=1.